This data is from Reaction yield outcomes from USPTO patents with 853,638 reactions. The task is: Predict the reaction yield, written as a fraction of the theoretical maximum amount of product (1.0 means a 100% yield; for example, 0.34 means a 34% yield). The reactants are [N:1]1[CH:6]=[CH:5][CH:4]=[CH:3][C:2]=1[C:7]1[N:11]=[C:10]([C:12]2[CH:17]=[C:16]([N+:18]([O-])=O)[CH:15]=[C:14]([C:21]#[N:22])[CH:13]=2)[O:9][N:8]=1.O.O.[Sn](Cl)Cl.ClCCl. The catalyst is C(O)C. The product is [N:1]1[CH:6]=[CH:5][CH:4]=[CH:3][C:2]=1[C:7]1[N:11]=[C:10]([C:12]2[CH:13]=[C:14]([C:21]#[N:22])[CH:15]=[C:16]([NH2:18])[CH:17]=2)[O:9][N:8]=1. The yield is 0.100.